Task: Predict hERG channel inhibition at various concentrations.. Dataset: hERG Central: cardiac toxicity at 1µM, 10µM, and general inhibition (1) The molecule is O=c1cc(CN2CCN(Cc3ccccc3)CC2)c2ccc(O)cc2o1. Results: hERG_inhib (hERG inhibition (general)): blocker. (2) The compound is O=C(Nc1ccc(C(=O)N2CCN(c3ccccc3F)CC2)cc1)C1=CSCCO1. Results: hERG_inhib (hERG inhibition (general)): blocker.